Predict the reactants needed to synthesize the given product. From a dataset of Full USPTO retrosynthesis dataset with 1.9M reactions from patents (1976-2016). (1) Given the product [OH:1][CH2:2][C:3]([CH2:8][OH:9])([CH3:7])[C:4]([O:6][CH2:10][C:11]1[CH:16]=[CH:15][CH:14]=[CH:13][CH:12]=1)=[O:5], predict the reactants needed to synthesize it. The reactants are: [OH:1][CH2:2][C:3]([CH2:8][OH:9])([CH3:7])[C:4]([OH:6])=[O:5].[CH2:10](Br)[C:11]1[CH:16]=[CH:15][CH:14]=[CH:13][CH:12]=1.C([O-])([O-])=O.[Cs+].[Cs+]. (2) Given the product [CH3:5][S:6][C:7]1[CH:12]=[CH:11][CH:10]=[CH:9][C:8]=1[C:13]1[CH:14]=[CH:15][C:16]([C:19]([N:38]2[C:44]3[CH:45]=[CH:46][CH:47]=[CH:48][C:43]=3[CH2:42][N:41]3[C:49]([C:52]([NH:54][CH2:55][C:56]4[CH:57]=[N:58][CH:59]=[CH:60][CH:61]=4)=[O:53])=[CH:50][CH:51]=[C:40]3[CH2:39]2)=[O:21])=[CH:17][CH:18]=1, predict the reactants needed to synthesize it. The reactants are: S(Cl)(Cl)=O.[CH3:5][S:6][C:7]1[CH:12]=[CH:11][CH:10]=[CH:9][C:8]=1[C:13]1[CH:18]=[CH:17][C:16]([C:19]([OH:21])=O)=[CH:15][CH:14]=1.CC1C=CC=C(C)C=1C1C=CC(C([N:38]2[C:44]3[CH:45]=[CH:46][CH:47]=[CH:48][C:43]=3[CH2:42][N:41]3[C:49]([C:52]([NH:54][CH2:55][C:56]4[CH:57]=[N:58][CH:59]=[CH:60][CH:61]=4)=[O:53])=[CH:50][CH:51]=[C:40]3[CH2:39]2)=O)=CC=1.